From a dataset of NCI-60 drug combinations with 297,098 pairs across 59 cell lines. Regression. Given two drug SMILES strings and cell line genomic features, predict the synergy score measuring deviation from expected non-interaction effect. (1) Drug 1: C1CCC(C1)C(CC#N)N2C=C(C=N2)C3=C4C=CNC4=NC=N3. Drug 2: CC1=C(N=C(N=C1N)C(CC(=O)N)NCC(C(=O)N)N)C(=O)NC(C(C2=CN=CN2)OC3C(C(C(C(O3)CO)O)O)OC4C(C(C(C(O4)CO)O)OC(=O)N)O)C(=O)NC(C)C(C(C)C(=O)NC(C(C)O)C(=O)NCCC5=NC(=CS5)C6=NC(=CS6)C(=O)NCCC[S+](C)C)O. Cell line: SNB-19. Synergy scores: CSS=-2.60, Synergy_ZIP=-0.291, Synergy_Bliss=-3.29, Synergy_Loewe=-12.5, Synergy_HSA=-6.11. (2) Cell line: OVCAR-8. Drug 1: C1=CC(=CC=C1CC(C(=O)O)N)N(CCCl)CCCl.Cl. Synergy scores: CSS=19.7, Synergy_ZIP=6.06, Synergy_Bliss=12.1, Synergy_Loewe=9.49, Synergy_HSA=9.72. Drug 2: CC1C(C(=O)NC(C(=O)N2CCCC2C(=O)N(CC(=O)N(C(C(=O)O1)C(C)C)C)C)C(C)C)NC(=O)C3=C4C(=C(C=C3)C)OC5=C(C(=O)C(=C(C5=N4)C(=O)NC6C(OC(=O)C(N(C(=O)CN(C(=O)C7CCCN7C(=O)C(NC6=O)C(C)C)C)C)C(C)C)C)N)C.